Dataset: Full USPTO retrosynthesis dataset with 1.9M reactions from patents (1976-2016). Task: Predict the reactants needed to synthesize the given product. Given the product [Cl:14][C:10]1[CH:9]=[C:8]2[C:13](=[CH:12][CH:11]=1)[N:5]([CH2:4][CH2:3][CH2:2][NH:1][CH2:29][CH2:30][OH:31])[C:6]([CH2:15][N:16]1[C:20]3=[CH:21][N:22]=[CH:23][CH:24]=[C:19]3[C:18]3([CH2:26][CH2:25]3)[C:17]1=[O:27])=[CH:7]2, predict the reactants needed to synthesize it. The reactants are: [NH2:1][CH2:2][CH2:3][CH2:4][N:5]1[C:13]2[C:8](=[CH:9][C:10]([Cl:14])=[CH:11][CH:12]=2)[CH:7]=[C:6]1[CH2:15][N:16]1[C:20]2=[CH:21][N:22]=[CH:23][CH:24]=[C:19]2[C:18]2([CH2:26][CH2:25]2)[C:17]1=[O:27].Br[CH2:29][CH2:30][OH:31].C(=O)([O-])[O-].[Cs+].[Cs+].